This data is from Full USPTO retrosynthesis dataset with 1.9M reactions from patents (1976-2016). The task is: Predict the reactants needed to synthesize the given product. (1) Given the product [CH3:20][O:12][CH2:11][C@H:10]([N:6]1[CH2:7][CH2:8][NH:9][C@H:4]([CH3:3])[CH2:5]1)[C:13]1[CH:18]=[CH:17][CH:16]=[CH:15][CH:14]=1, predict the reactants needed to synthesize it. The reactants are: [H-].[Na+].[CH3:3][C@H:4]1[NH:9][CH2:8][CH2:7][N:6]([C@H:10]([C:13]2[CH:18]=[CH:17][CH:16]=[CH:15][CH:14]=2)[CH2:11][OH:12])[CH2:5]1.I[CH3:20].N. (2) Given the product [CH3:33][C:34]([CH3:39])([CH3:38])[C:35]([NH:1][C:2]1[CH:3]=[CH:4][C:5]([S:8]([N:11]([CH3:32])[C:12]2[CH:31]=[CH:30][C:15]3[N:16]([CH2:23][CH:24]4[CH2:29][CH2:28][O:27][CH2:26][CH2:25]4)[C:17]([C:19]([F:21])([F:20])[F:22])=[N:18][C:14]=3[CH:13]=2)(=[O:10])=[O:9])=[CH:6][CH:7]=1)=[O:36], predict the reactants needed to synthesize it. The reactants are: [NH2:1][C:2]1[CH:7]=[CH:6][C:5]([S:8]([N:11]([CH3:32])[C:12]2[CH:31]=[CH:30][C:15]3[N:16]([CH2:23][CH:24]4[CH2:29][CH2:28][O:27][CH2:26][CH2:25]4)[C:17]([C:19]([F:22])([F:21])[F:20])=[N:18][C:14]=3[CH:13]=2)(=[O:10])=[O:9])=[CH:4][CH:3]=1.[CH3:33][C:34]([CH3:39])([CH3:38])[C:35](Cl)=[O:36]. (3) Given the product [O:44]=[C:45]1[NH:50][C:49]([C:51](=[O:69])[NH:52][CH2:53][C:54]2[CH:59]=[CH:58][CH:57]=[C:56]([O:60][CH2:61][CH2:62][O:63][C:64]3[N:68]=[CH:67][NH:66][N:65]=3)[CH:55]=2)=[N:48][C:47]2[S:70][CH:71]=[C:72]([C:73]3[CH:74]=[C:75]([CH:81]=[CH:82][CH:83]=3)[C:76]([OH:78])=[O:77])[C:46]1=2, predict the reactants needed to synthesize it. The reactants are: O=C1NC(C(NCC2C=CN=C(OCCCC3N=CNN=3)C=2)=O)=NC2SC=C(COCC3C=CC(C(OCC)=O)=CC=3)C1=2.[O:44]=[C:45]1[NH:50][C:49]([C:51](=[O:69])[NH:52][CH2:53][C:54]2[CH:59]=[CH:58][CH:57]=[C:56]([O:60][CH2:61][CH2:62][O:63][C:64]3[N:68]=[CH:67][NH:66][N:65]=3)[CH:55]=2)=[N:48][C:47]2[S:70][CH:71]=[C:72]([C:73]3[CH:74]=[C:75]([CH:81]=[CH:82][CH:83]=3)[C:76]([O:78]CC)=[O:77])[C:46]1=2. (4) The reactants are: C[O:2][C:3](=O)[CH2:4][CH2:5][CH:6]1[CH2:10][CH2:9][CH2:8][N:7]1[S:11]([C:14]1[CH:19]=[CH:18][C:17]([CH3:20])=[CH:16][CH:15]=1)(=[O:13])=[O:12].[H-].[Al+3].[Li+].[H-].[H-].[H-].C(OCC)C.CCCCCC. Given the product [C:17]1([CH3:20])[CH:16]=[CH:15][C:14]([S:11]([N:7]2[CH2:8][CH2:9][CH2:10][CH:6]2[CH2:5][CH2:4][CH2:3][OH:2])(=[O:12])=[O:13])=[CH:19][CH:18]=1, predict the reactants needed to synthesize it. (5) Given the product [NH3:4].[CH3:12][O:13][C:14]1[CH:19]=[C:18]([C:2]2[N:6]3[CH:7]=[CH:8][C:9]([CH3:11])=[N:10][C:5]3=[N:4][CH:3]=2)[CH:17]=[CH:16][CH:15]=1, predict the reactants needed to synthesize it. The reactants are: Br[C:2]1[N:6]2[CH:7]=[CH:8][C:9]([CH3:11])=[N:10][C:5]2=[N:4][CH:3]=1.[CH3:12][O:13][C:14]1[CH:15]=[C:16](B(O)O)[CH:17]=[CH:18][CH:19]=1.C(=O)([O-])[O-].[Na+].[Na+]. (6) Given the product [CH3:32][O:33][N:34]([CH3:35])[C:25](=[O:27])[C:24]1[CH:28]=[CH:29][CH:30]=[C:22]([O:21][CH:5]2[CH2:4][CH2:3][CH:2]([CH3:1])[N:7]([C:8](=[O:20])[C:9]3[CH:14]=[CH:13][CH:12]=[CH:11][C:10]=3[N:15]3[N:19]=[CH:18][CH:17]=[N:16]3)[CH2:6]2)[CH:23]=1, predict the reactants needed to synthesize it. The reactants are: [CH3:1][CH:2]1[N:7]([C:8](=[O:20])[C:9]2[CH:14]=[CH:13][CH:12]=[CH:11][C:10]=2[N:15]2[N:19]=[CH:18][CH:17]=[N:16]2)[CH2:6][CH:5]([O:21][C:22]2[CH:23]=[C:24]([CH:28]=[CH:29][CH:30]=2)[C:25]([OH:27])=O)[CH2:4][CH2:3]1.Cl.[CH3:32][O:33][NH:34][CH3:35].CN(C(ON1N=NC2C=CC=NC1=2)=[N+](C)C)C.F[P-](F)(F)(F)(F)F.CCN(C(C)C)C(C)C. (7) Given the product [CH3:1][CH:2]1[CH2:8][CH2:7][N:6]([C:14]([O:13][C:9]([CH3:12])([CH3:11])[CH3:10])=[O:15])[CH2:5][CH2:4][NH:3]1, predict the reactants needed to synthesize it. The reactants are: [CH3:1][CH:2]1[CH2:8][CH2:7][NH:6][CH2:5][CH2:4][NH:3]1.[C:9]([O:13][C:14](O[C:14]([O:13][C:9]([CH3:12])([CH3:11])[CH3:10])=[O:15])=[O:15])([CH3:12])([CH3:11])[CH3:10].C(N(CC)CC)C. (8) Given the product [CH3:1][O:2][C:3]1[CH:4]=[C:5]([N:29]2[CH2:34][CH2:33][CH:32]([N:40]3[CH2:41][CH2:42][N:37]([CH3:36])[CH2:38][CH2:39]3)[CH2:31][CH2:30]2)[CH:6]=[CH:7][C:8]=1[NH:9][C:10]1[N:15]=[C:14]([NH:16][C:17]2[CH:22]=[CH:21][CH:20]=[CH:19][C:18]=2[S:23]([CH:26]([CH3:27])[CH3:28])(=[O:25])=[O:24])[N:13]=[CH:12][N:11]=1, predict the reactants needed to synthesize it. The reactants are: [CH3:1][O:2][C:3]1[CH:4]=[C:5]([N:29]2[CH2:34][CH2:33][C:32](=O)[CH2:31][CH2:30]2)[CH:6]=[CH:7][C:8]=1[NH:9][C:10]1[N:15]=[C:14]([NH:16][C:17]2[CH:22]=[CH:21][CH:20]=[CH:19][C:18]=2[S:23]([CH:26]([CH3:28])[CH3:27])(=[O:25])=[O:24])[N:13]=[CH:12][N:11]=1.[CH3:36][N:37]1[CH2:42][CH2:41][NH:40][CH2:39][CH2:38]1.